Task: Predict which catalyst facilitates the given reaction.. Dataset: Catalyst prediction with 721,799 reactions and 888 catalyst types from USPTO (1) Reactant: [N:1]1([CH2:6][C:7]2[CH:12]=[CH:11][C:10]([C@@H:13]3[CH2:16][C@H:15]([CH2:17]OS(C4C=CC(C)=CC=4)(=O)=O)[CH2:14]3)=[CH:9][CH:8]=2)[CH2:5][CH2:4][CH2:3][CH2:2]1.[NH4+:29].[OH-:30]. Product: [N:1]1([CH2:6][C:7]2[CH:8]=[CH:9][C:10]([C@@H:13]3[CH2:14][C@H:15]([CH2:17][N:29]4[CH2:4][CH2:5][N:1]([C:6](=[O:30])[CH3:7])[CH2:2][CH2:3]4)[CH2:16]3)=[CH:11][CH:12]=2)[CH2:2][CH2:3][CH2:4][CH2:5]1. The catalyst class is: 100. (2) Reactant: Cl[S:2]([CH2:5][CH2:6][CH2:7][NH:8][C:9](=[O:11])[CH3:10])(=[O:4])=[O:3].[CH3:12][CH:13]([CH3:31])[C:14]([O:16][CH2:17][CH2:18][O:19][C:20](=[O:30])[NH:21][CH2:22][CH2:23][CH2:24][C:25]([CH3:29])([CH3:28])[CH2:26][OH:27])=[O:15].C(N(CC)CC)C. Product: [CH3:12][CH:13]([CH3:31])[C:14]([O:16][CH2:17][CH2:18][O:19][C:20](=[O:30])[NH:21][CH2:22][CH2:23][CH2:24][C:25]([CH3:29])([CH3:28])[CH2:26][O:27][S:2]([CH2:5][CH2:6][CH2:7][NH:8][C:9](=[O:11])[CH3:10])(=[O:4])=[O:3])=[O:15]. The catalyst class is: 154. (3) Reactant: C[O:2][C:3](=[O:22])[C:4]1[CH:9]=[CH:8][CH:7]=[CH:6][C:5]=1[CH2:10][O:11][N:12]1[C:17]([CH3:19])([CH3:18])[CH2:16][CH2:15][CH2:14][C:13]1([CH3:21])[CH3:20].[OH-].[Na+].Cl. Product: [CH3:20][C:13]1([CH3:21])[CH2:14][CH2:15][CH2:16][C:17]([CH3:18])([CH3:19])[N:12]1[O:11][CH2:10][C:5]1[CH:6]=[CH:7][CH:8]=[CH:9][C:4]=1[C:3]([OH:22])=[O:2]. The catalyst class is: 36.